This data is from Full USPTO retrosynthesis dataset with 1.9M reactions from patents (1976-2016). The task is: Predict the reactants needed to synthesize the given product. (1) Given the product [CH3:1][N:2]([CH3:14])[CH2:3][CH2:4][O:5][C:6]1[CH:13]=[CH:12][C:9]([CH:10]2[N:15]([C:16]3[N:17]=[N:18][C:19]([CH3:22])=[CH:20][CH:21]=3)[C:26](=[O:25])[C:27]([OH:38])=[C:28]2[C:29](=[O:37])[C:30]2[CH:31]=[CH:32][C:33]([CH3:36])=[CH:34][CH:35]=2)=[CH:8][CH:7]=1, predict the reactants needed to synthesize it. The reactants are: [CH3:1][N:2]([CH3:14])[CH2:3][CH2:4][O:5][C:6]1[CH:13]=[CH:12][C:9]([CH:10]=O)=[CH:8][CH:7]=1.[NH2:15][C:16]1[N:17]=[N:18][C:19]([CH3:22])=[CH:20][CH:21]=1.C([O:25][C:26](=O)[C:27]([OH:38])=[CH:28][C:29](=[O:37])[C:30]1[CH:35]=[CH:34][C:33]([CH3:36])=[CH:32][CH:31]=1)C. (2) Given the product [C:7]([O:27][C:21]1[CH:20]=[CH:19][C:18]([C:14]([CH3:17])([CH3:15])[CH3:16])=[CH:26][C:22]=1[C:23]([OH:25])=[O:24])(=[O:9])[CH3:8], predict the reactants needed to synthesize it. The reactants are: N1C=CC=CC=1.[C:7](OC(=O)C)(=[O:9])[CH3:8].[C:14]([C:18]1[CH:26]=[C:22]([C:23]([OH:25])=[O:24])[C:21]([OH:27])=[CH:20][CH:19]=1)([CH3:17])([CH3:16])[CH3:15]. (3) The reactants are: [C:1]([O:8]CC)(=[O:7])[C:2]([O:4]CC)=O.[O-:11][CH2:12]C.[Na+].CO[CH2:17][C:18]([C:20]1[CH:25]=[CH:24][CH:23]=[CH:22][CH:21]=1)=[O:19]. Given the product [CH3:12][O:11][C:25]1[CH:24]=[CH:23][CH:22]=[CH:21][C:20]=1[C:18](=[O:19])[CH2:17][C:2](=[O:4])[C:1]([OH:8])=[O:7], predict the reactants needed to synthesize it. (4) Given the product [CH3:18][C:16]1([CH3:19])[C:15]2[C:10](=[CH:11][C:12]([NH:20][C:21](=[O:22])[C:23]3[CH:28]=[CH:27][CH:26]=[N:25][C:24]=3[NH:29][CH2:30][C:31]3[C:39]4[C:34](=[N:35][CH:36]=[CH:37][CH:38]=4)[NH:33][CH:32]=3)=[CH:13][CH:14]=2)[CH2:9][NH:8][CH2:17]1, predict the reactants needed to synthesize it. The reactants are: C(OC([N:8]1[CH2:17][C:16]([CH3:19])([CH3:18])[C:15]2[C:10](=[CH:11][C:12]([NH:20][C:21]([C:23]3[C:24]([NH:29][CH2:30][C:31]4[C:39]5[C:34](=[N:35][CH:36]=[CH:37][CH:38]=5)[NH:33][CH:32]=4)=[N:25][CH:26]=[CH:27][CH:28]=3)=[O:22])=[CH:13][CH:14]=2)[CH2:9]1)=O)(C)(C)C.C(O)(C(F)(F)F)=O.C(Cl)Cl. (5) Given the product [Cl:11][C:12]1[CH:13]=[CH:14][C:15]([F:42])=[C:16]([C:18]2[CH:19]=[CH:20][C:21]([CH2:24][N:25]([CH2:36][C@@H:37]([OH:41])[C:38]([O:40][CH2:7][O:6][C:1](=[O:5])[CH2:2][CH2:3][CH3:4])=[O:39])[NH:26][C:27]([C:29]3[O:33][N:32]=[C:31]([O:34][CH3:35])[CH:30]=3)=[O:28])=[CH:22][CH:23]=2)[CH:17]=1, predict the reactants needed to synthesize it. The reactants are: [C:1]([O:6][CH2:7]Cl)(=[O:5])[CH2:2][CH2:3][CH3:4].[Na+].[I-].[Cl:11][C:12]1[CH:13]=[CH:14][C:15]([F:42])=[C:16]([C:18]2[CH:23]=[CH:22][C:21]([CH2:24][N:25]([CH2:36][C@@H:37]([OH:41])[C:38]([OH:40])=[O:39])[NH:26][C:27]([C:29]3[O:33][N:32]=[C:31]([O:34][CH3:35])[CH:30]=3)=[O:28])=[CH:20][CH:19]=2)[CH:17]=1.CCN(C(C)C)C(C)C. (6) Given the product [NH:12]1[C:13]2[C:18](=[CH:17][CH:16]=[CH:15][CH:14]=2)[C:10]([C:8](=[O:9])[CH:35]([NH:34][C:32]2[CH:31]=[CH:30][N:29]=[C:28]([O:27][CH3:26])[CH:33]=2)[C:36]2[N:37]=[CH:38][S:39][CH:40]=2)=[CH:11]1, predict the reactants needed to synthesize it. The reactants are: C(N(CC)CC)C.[CH:8]([C:10]1[C:18]2[C:13](=[CH:14][CH:15]=[CH:16][CH:17]=2)[N:12](C(OC(C)(C)C)=O)[CH:11]=1)=[O:9].[CH3:26][O:27][C:28]1[CH:33]=[C:32]([N:34]=[CH:35][C:36]2[N:37]=[CH:38][S:39][CH:40]=2)[CH:31]=[CH:30][N:29]=1.